From a dataset of Forward reaction prediction with 1.9M reactions from USPTO patents (1976-2016). Predict the product of the given reaction. Given the reactants Br[CH2:2][C:3]1[CH:4]=[CH:5][C:6]([CH3:17])=[C:7]([C:9]2[CH:14]=[CH:13][N:12]=[C:11]([O:15][CH3:16])[CH:10]=2)[CH:8]=1.[OH:18][C:19]1[N:24]=[CH:23][C:22]2[CH:25]3[CH:28]([C:29]([O:31][CH2:32][CH3:33])=[O:30])[CH:26]3[CH2:27][C:21]=2[CH:20]=1, predict the reaction product. The product is: [CH3:16][O:15][C:11]1[CH:10]=[C:9]([C:7]2[CH:8]=[C:3]([CH:4]=[CH:5][C:6]=2[CH3:17])[CH2:2][O:18][C:19]2[N:24]=[CH:23][C:22]3[C@@H:25]4[C@@H:28]([C:29]([O:31][CH2:32][CH3:33])=[O:30])[C@@H:26]4[CH2:27][C:21]=3[CH:20]=2)[CH:14]=[CH:13][N:12]=1.